This data is from NCI-60 drug combinations with 297,098 pairs across 59 cell lines. The task is: Regression. Given two drug SMILES strings and cell line genomic features, predict the synergy score measuring deviation from expected non-interaction effect. (1) Synergy scores: CSS=26.8, Synergy_ZIP=-9.00, Synergy_Bliss=-3.91, Synergy_Loewe=-6.12, Synergy_HSA=-2.45. Drug 1: C1C(C(OC1N2C=NC3=C(N=C(N=C32)Cl)N)CO)O. Cell line: U251. Drug 2: C1C(C(OC1N2C=NC(=NC2=O)N)CO)O. (2) Drug 1: CNC(=O)C1=NC=CC(=C1)OC2=CC=C(C=C2)NC(=O)NC3=CC(=C(C=C3)Cl)C(F)(F)F. Drug 2: C(CCl)NC(=O)N(CCCl)N=O. Cell line: EKVX. Synergy scores: CSS=2.73, Synergy_ZIP=-1.69, Synergy_Bliss=-2.01, Synergy_Loewe=-2.13, Synergy_HSA=-1.42. (3) Drug 1: C1=CC(=CC=C1CCCC(=O)O)N(CCCl)CCCl. Synergy scores: CSS=24.4, Synergy_ZIP=0.0329, Synergy_Bliss=-0.589, Synergy_Loewe=-4.48, Synergy_HSA=-0.374. Cell line: SW-620. Drug 2: CC1=CC=C(C=C1)C2=CC(=NN2C3=CC=C(C=C3)S(=O)(=O)N)C(F)(F)F. (4) Drug 1: CCC1=C2CN3C(=CC4=C(C3=O)COC(=O)C4(CC)O)C2=NC5=C1C=C(C=C5)O. Drug 2: C#CCC(CC1=CN=C2C(=N1)C(=NC(=N2)N)N)C3=CC=C(C=C3)C(=O)NC(CCC(=O)O)C(=O)O. Cell line: ACHN. Synergy scores: CSS=77.1, Synergy_ZIP=-5.09, Synergy_Bliss=-6.44, Synergy_Loewe=-2.17, Synergy_HSA=-0.617. (5) Drug 1: CC1=C2C(C(=O)C3(C(CC4C(C3C(C(C2(C)C)(CC1OC(=O)C(C(C5=CC=CC=C5)NC(=O)C6=CC=CC=C6)O)O)OC(=O)C7=CC=CC=C7)(CO4)OC(=O)C)O)C)OC(=O)C. Drug 2: CC1CCCC2(C(O2)CC(NC(=O)CC(C(C(=O)C(C1O)C)(C)C)O)C(=CC3=CSC(=N3)C)C)C. Cell line: HL-60(TB). Synergy scores: CSS=92.2, Synergy_ZIP=7.84, Synergy_Bliss=7.34, Synergy_Loewe=4.74, Synergy_HSA=8.73. (6) Drug 1: CS(=O)(=O)OCCCCOS(=O)(=O)C. Drug 2: CC1C(C(CC(O1)OC2CC(CC3=C2C(=C4C(=C3O)C(=O)C5=C(C4=O)C(=CC=C5)OC)O)(C(=O)CO)O)N)O.Cl. Cell line: CAKI-1. Synergy scores: CSS=24.2, Synergy_ZIP=-0.943, Synergy_Bliss=-3.59, Synergy_Loewe=-26.0, Synergy_HSA=-4.77. (7) Drug 1: CCCCCOC(=O)NC1=NC(=O)N(C=C1F)C2C(C(C(O2)C)O)O. Drug 2: C#CCC(CC1=CN=C2C(=N1)C(=NC(=N2)N)N)C3=CC=C(C=C3)C(=O)NC(CCC(=O)O)C(=O)O. Cell line: SN12C. Synergy scores: CSS=3.07, Synergy_ZIP=7.92, Synergy_Bliss=3.35, Synergy_Loewe=-19.7, Synergy_HSA=-6.92. (8) Drug 1: C1=C(C(=O)NC(=O)N1)F. Drug 2: CNC(=O)C1=NC=CC(=C1)OC2=CC=C(C=C2)NC(=O)NC3=CC(=C(C=C3)Cl)C(F)(F)F. Cell line: HT29. Synergy scores: CSS=65.5, Synergy_ZIP=-1.01, Synergy_Bliss=-1.55, Synergy_Loewe=-2.77, Synergy_HSA=3.52.